Dataset: Orexin1 receptor HTS with 218,158 compounds and 233 confirmed actives. Task: Binary Classification. Given a drug SMILES string, predict its activity (active/inactive) in a high-throughput screening assay against a specified biological target. (1) The compound is S(=O)(=O)(N1CCCCC1)c1cc(c(cc1)C)C(=O)Nc1ccc(C(=O)NCCN(CC)CC)cc1. The result is 0 (inactive). (2) The compound is S(c1nc(=O)n(c(c1C(=O)C)C)c1ccccc1)CC. The result is 0 (inactive). (3) The compound is Clc1cc(/C=C2/SC(=S)N(CCC(=O)N3C(CCCC3)CCO)C2=O)ccc1. The result is 0 (inactive). (4) The molecule is O=C(N(C(C)(C)C)Cc1ccccc1)COc1c(nccc1)[N+]([O-])=O. The result is 0 (inactive).